This data is from Full USPTO retrosynthesis dataset with 1.9M reactions from patents (1976-2016). The task is: Predict the reactants needed to synthesize the given product. (1) Given the product [CH2:19]([N:26]1[CH2:31][CH2:30][N:29]([C:2]2[N:7]=[C:6]([N:15]3[CH:16]=[CH:17][N:18]=[C:14]3[CH3:13])[C:5]([N+:9]([O-:11])=[O:10])=[C:4]([CH3:12])[N:3]=2)[CH2:28][CH2:27]1)[C:20]1[CH:21]=[CH:22][CH:23]=[CH:24][CH:25]=1, predict the reactants needed to synthesize it. The reactants are: Cl[C:2]1[N:7]=[C:6](Cl)[C:5]([N+:9]([O-:11])=[O:10])=[C:4]([CH3:12])[N:3]=1.[CH3:13][C:14]1[NH:15][CH:16]=[CH:17][N:18]=1.[CH2:19]([N:26]1[CH2:31][CH2:30][NH:29][CH2:28][CH2:27]1)[C:20]1[CH:25]=[CH:24][CH:23]=[CH:22][CH:21]=1. (2) Given the product [C:39]([C:36]1[CH:37]=[CH:38][C:33]([C:32]([NH:31][C@@H:23]([CH2:22][C:19]2[CH:20]=[CH:21][C:16]([O:15][C:13](=[O:14])[C:12]3[CH:11]=[CH:10][C:9]([O:8][CH2:1][CH2:2][CH2:3][CH2:4][CH2:5][CH2:6][CH3:7])=[CH:45][CH:44]=3)=[CH:17][CH:18]=2)[C:24]([OH:26])=[O:25])=[O:43])=[CH:34][CH:35]=1)([CH3:40])([CH3:41])[CH3:42], predict the reactants needed to synthesize it. The reactants are: [CH2:1]([O:8][C:9]1[CH:45]=[CH:44][C:12]([C:13]([O:15][C:16]2[CH:21]=[CH:20][C:19]([CH2:22][C@H:23]([NH:31][C:32](=[O:43])[C:33]3[CH:38]=[CH:37][C:36]([C:39]([CH3:42])([CH3:41])[CH3:40])=[CH:35][CH:34]=3)[C:24]([O:26]C(C)(C)C)=[O:25])=[CH:18][CH:17]=2)=[O:14])=[CH:11][CH:10]=1)[CH2:2][CH2:3][CH2:4][CH2:5][CH2:6][CH3:7].C(O)(C(F)(F)F)=O. (3) Given the product [F:27][C:24]1[CH:25]=[CH:26][CH:2]=[C:3]([F:28])[C:4]=1[CH2:5][CH:6]1[CH2:14][C:13]2[C:8](=[CH:9][C:10]([O:21][CH3:22])=[C:11]([N:15]3[CH2:16][CH2:17][O:18][CH2:19][CH2:20]3)[CH:12]=2)[C:7]1=[O:23], predict the reactants needed to synthesize it. The reactants are: Br[C:2]1[C:3]([F:28])=[C:4]([C:24]([F:27])=[CH:25][CH:26]=1)/[CH:5]=[C:6]1/[C:7](=[O:23])[C:8]2[C:13]([CH2:14]/1)=[CH:12][C:11]([N:15]1[CH2:20][CH2:19][O:18][CH2:17][CH2:16]1)=[C:10]([O:21][CH3:22])[CH:9]=2. (4) Given the product [C:26]([O:30][C:31]([N:33]1[CH2:38][CH2:37][CH:36]([CH2:39][C:40]2[N:44]3[CH:45]=[C:46]([O:49][C@H:50]4[C:59]5[C:54](=[CH:55][CH:56]=[CH:57][CH:58]=5)[C@@H:53]([NH:60][C:5]([NH:6][C:7]5[N:8]([C:16]6[CH:21]=[CH:20][C:19]([CH3:22])=[CH:18][CH:17]=6)[N:9]=[C:10]([C:12]([CH3:15])([CH3:14])[CH3:13])[CH:11]=5)=[O:4])[CH2:52][CH2:51]4)[CH:47]=[CH:48][C:43]3=[N:42][N:41]=2)[CH2:35][CH2:34]1)=[O:32])([CH3:29])([CH3:27])[CH3:28], predict the reactants needed to synthesize it. The reactants are: ClC(Cl)(Cl)C[O:4][C:5](=O)[NH:6][C:7]1[N:8]([C:16]2[CH:21]=[CH:20][C:19]([CH3:22])=[CH:18][CH:17]=2)[N:9]=[C:10]([C:12]([CH3:15])([CH3:14])[CH3:13])[CH:11]=1.[C:26]([O:30][C:31]([N:33]1[CH2:38][CH2:37][CH:36]([CH2:39][C:40]2[N:44]3[CH:45]=[C:46]([O:49][C@H:50]4[C:59]5[C:54](=[CH:55][CH:56]=[CH:57][CH:58]=5)[C@@H:53]([NH2:60])[CH2:52][CH2:51]4)[CH:47]=[CH:48][C:43]3=[N:42][N:41]=2)[CH2:35][CH2:34]1)=[O:32])([CH3:29])([CH3:28])[CH3:27].CCN(C(C)C)C(C)C.CO. (5) Given the product [C:5]([O-:7])(=[O:6])[CH3:4].[NH4+:15].[CH3:35][N:36]1[CH2:37][CH2:38][N:39]([C:42]2[CH:48]=[CH:47][C:45]([NH:46][C:14]3[N:15]=[CH:16][C:17]4[C:18](=[O:34])[N:19]([C:28]5[CH:33]=[CH:32][CH:31]=[CH:30][CH:29]=5)[C:20]5[CH:21]=[CH:22][CH:23]=[CH:24][C:25]=5[C:26]=4[N:27]=3)=[CH:44][CH:43]=2)[CH2:40][CH2:41]1, predict the reactants needed to synthesize it. The reactants are: ClC1C=[C:4](C=CC=1)[C:5]([O:7]O)=[O:6].CS[C:14]1[N:15]=[CH:16][C:17]2[C:18](=[O:34])[N:19]([C:28]3[CH:33]=[CH:32][CH:31]=[CH:30][CH:29]=3)[C:20]3[CH:21]=[CH:22][CH:23]=[CH:24][C:25]=3[C:26]=2[N:27]=1.[CH3:35][N:36]1[CH2:41][CH2:40][N:39]([C:42]2[CH:48]=[CH:47][C:45]([NH2:46])=[CH:44][CH:43]=2)[CH2:38][CH2:37]1.CCN(C(C)C)C(C)C.